Dataset: Reaction yield outcomes from USPTO patents with 853,638 reactions. Task: Predict the reaction yield, written as a fraction of the theoretical maximum amount of product (1.0 means a 100% yield; for example, 0.34 means a 34% yield). (1) The reactants are [CH2:1]([C:3]1[C:4]([CH3:13])=[N+:5]([O-:12])[CH:6]=[CH:7][C:8]=1[N+]([O-])=O)[CH3:2].C([Cl:17])(=O)C. No catalyst specified. The product is [Cl:17][C:8]1[CH:7]=[CH:6][N+:5]([O-:12])=[C:4]([CH3:13])[C:3]=1[CH2:1][CH3:2]. The yield is 0.661. (2) The yield is 0.760. The product is [Br:7][C:8]1[C:9]2[CH:10]=[C:18]([C:19]([C:21]3[O:4][C:1]4[CH:13]=[CH:12][CH:9]=[C:8]([Br:7])[C:15]=4[CH:14]=3)=[O:20])[O:16][C:12]=2[CH:13]=[CH:14][CH:15]=1. The catalyst is CC(=O)CC. The reactants are [C:1]([O-:4])([O-])=O.[K+].[K+].[Br:7][C:8]1[CH:15]=[CH:14][CH:13]=[C:12]([OH:16])[C:9]=1[CH:10]=O.Cl[CH2:18][C:19]([CH2:21]Cl)=[O:20].